From a dataset of Reaction yield outcomes from USPTO patents with 853,638 reactions. Predict the reaction yield, written as a fraction of the theoretical maximum amount of product (1.0 means a 100% yield; for example, 0.34 means a 34% yield). (1) The reactants are [Si]([O:8][CH:9]1[CH2:18][C:17]2[C:16]([N:19]([CH3:35])[C:20]3[O:21][C:22]([C:25]4[CH:30]=[CH:29][C:28]([C:31]([F:34])([F:33])[F:32])=[CH:27][CH:26]=4)=[CH:23][N:24]=3)=[CH:15][CH:14]=[CH:13][C:12]=2[CH2:11][CH2:10]1)(C(C)(C)C)(C)C.[F-].C([N+](CCCC)(CCCC)CCCC)CCC. The catalyst is O1CCCC1. The product is [CH3:35][N:19]([C:20]1[O:21][C:22]([C:25]2[CH:26]=[CH:27][C:28]([C:31]([F:34])([F:32])[F:33])=[CH:29][CH:30]=2)=[CH:23][N:24]=1)[C:16]1[CH:15]=[CH:14][CH:13]=[C:12]2[C:17]=1[CH2:18][CH:9]([OH:8])[CH2:10][CH2:11]2. The yield is 0.620. (2) The reactants are Br[CH2:2][C:3]1[N:4]([CH3:17])[C:5]2[C:10]([C:11]=1[C:12]([O:14][CH3:15])=[O:13])=[C:9]([Cl:16])[CH:8]=[CH:7][CH:6]=2.[NH2:18][C:19]1[CH:27]=[C:26]2[C:22]([CH:23]=[CH:24][N:25]2[CH2:28][C:29]([O:31][C:32]([CH3:35])([CH3:34])[CH3:33])=[O:30])=[CH:21][CH:20]=1.C(N(CC)CC)C. The catalyst is C1C=CC=CC=1.C(OCC)(=O)C. The product is [C:32]([O:31][C:29](=[O:30])[CH2:28][N:25]1[C:26]2[C:22](=[CH:21][CH:20]=[C:19]([NH:18][CH2:2][C:3]3[N:4]([CH3:17])[C:5]4[C:10]([C:11]=3[C:12]([O:14][CH3:15])=[O:13])=[C:9]([Cl:16])[CH:8]=[CH:7][CH:6]=4)[CH:27]=2)[CH:23]=[CH:24]1)([CH3:35])([CH3:33])[CH3:34]. The yield is 0.550.